From a dataset of Reaction yield outcomes from USPTO patents with 853,638 reactions. Predict the reaction yield, written as a fraction of the theoretical maximum amount of product (1.0 means a 100% yield; for example, 0.34 means a 34% yield). (1) The reactants are [F:1][C:2]1[CH:7]=[CH:6][C:5]([C:8]2[O:9][C:10]3[CH:20]=[CH:19][C:18]([C:21]4[CH:22]=[CH:23][C:24]([O:30][CH3:31])=[C:25]([CH:29]=4)[C:26](O)=[O:27])=[CH:17][C:11]=3[C:12]=2[C:13](=[O:16])[NH:14][CH3:15])=[CH:4][CH:3]=1.C(N(C(C)C)C(C)C)C.[C:41]([NH2:50])([C:44]1[CH:49]=[CH:48][CH:47]=[CH:46][CH:45]=1)([CH3:43])[CH3:42].CN(C(ON1N=NC2C=CC=CC1=2)=[N+](C)C)C.[B-](F)(F)(F)F. The yield is 0.420. The catalyst is C(OCC)(=O)C.C(#N)C.CN(C=O)C. The product is [F:1][C:2]1[CH:3]=[CH:4][C:5]([C:8]2[O:9][C:10]3[CH:20]=[CH:19][C:18]([C:21]4[CH:22]=[CH:23][C:24]([O:30][CH3:31])=[C:25]([C:26](=[O:27])[NH:50][C:41]([C:44]5[CH:49]=[CH:48][CH:47]=[CH:46][CH:45]=5)([CH3:43])[CH3:42])[CH:29]=4)=[CH:17][C:11]=3[C:12]=2[C:13]([NH:14][CH3:15])=[O:16])=[CH:6][CH:7]=1. (2) The reactants are C(N(CC)CC)C.Cl[C:9](Cl)([O:11]C(=O)OC(Cl)(Cl)Cl)Cl.[NH2:20][C:21]1([C:27]([O:29][CH3:30])=[O:28])[CH2:26][CH2:25][CH2:24][CH2:23][CH2:22]1. The catalyst is C(Cl)Cl. The product is [N:20]([C:21]1([C:27]([O:29][CH3:30])=[O:28])[CH2:26][CH2:25][CH2:24][CH2:23][CH2:22]1)=[C:9]=[O:11]. The yield is 0.800. (3) The reactants are [C:1]1([C:7]2[NH:11][CH:10]=[C:9]([CH:12]=[O:13])[CH:8]=2)[CH:6]=[CH:5][CH:4]=[CH:3][CH:2]=1.[H-].[Na+].C1OCCOCCOCCOCCOC1.[CH3:31][O:32][C:33]1[N:38]=[CH:37][C:36]([S:39](Cl)(=[O:41])=[O:40])=[CH:35][CH:34]=1. The catalyst is O1CCCC1.C(OCC)(=O)C. The product is [CH3:31][O:32][C:33]1[N:38]=[CH:37][C:36]([S:39]([N:11]2[C:7]([C:1]3[CH:6]=[CH:5][CH:4]=[CH:3][CH:2]=3)=[CH:8][C:9]([CH:12]=[O:13])=[CH:10]2)(=[O:41])=[O:40])=[CH:35][CH:34]=1. The yield is 0.170. (4) The reactants are [N+:1]([C:4]1[CH:12]=[C:11]2[C:7]([CH2:8][CH2:9][NH:10]2)=[CH:6][CH:5]=1)([O-:3])=[O:2].CCN(CC)CC.[C:20](Cl)(=[O:22])[CH3:21]. The catalyst is C1COCC1. The product is [C:20]([N:10]1[C:11]2[C:7](=[CH:6][CH:5]=[C:4]([N+:1]([O-:3])=[O:2])[CH:12]=2)[CH2:8][CH2:9]1)(=[O:22])[CH3:21]. The yield is 1.00.